Dataset: Forward reaction prediction with 1.9M reactions from USPTO patents (1976-2016). Task: Predict the product of the given reaction. (1) Given the reactants [OH:1][C@@H:2]1[C:11]2[CH:10]=[CH:9][N:8]3[C:12]([CH3:18])=[C:13]([CH2:15][O:16][CH3:17])[N:14]=[C:7]3[C:6]=2[NH:5][C@H:4]([C:19]2[CH:24]=[CH:23][CH:22]=[CH:21][CH:20]=2)[C@H:3]1[OH:25].CS(O)(=O)=O.ClCCl, predict the reaction product. The product is: [OH:25][C@H:3]1[C@@H:2]([O:1][CH2:13][CH2:15][O:16][CH3:17])[C:11]2[CH:10]=[CH:9][N:8]3[C:12]([CH3:18])=[C:13]([CH2:15][O:16][CH3:17])[N:14]=[C:7]3[C:6]=2[NH:5][C@@H:4]1[C:19]1[CH:20]=[CH:21][CH:22]=[CH:23][CH:24]=1. (2) Given the reactants [F:1][C@:2]1([CH3:19])[C@H:6]([OH:7])[C@@:5]([F:10])([CH2:8][OH:9])[O:4][C@H:3]1[N:11]1[CH:16]=[CH:15][C:14](=[O:17])[NH:13][C:12]1=[O:18].C1C(=O)N([Br:27])C(=O)C1, predict the reaction product. The product is: [Br:27][C:15]1[C:14](=[O:17])[NH:13][C:12](=[O:18])[N:11]([C@H:3]2[C@@:2]([F:1])([CH3:19])[C@H:6]([OH:7])[C@@:5]([F:10])([CH2:8][OH:9])[O:4]2)[CH:16]=1. (3) Given the reactants [C:1]([O:5][C:6]([C:8]1[CH:9]=[N:10][N:11]([CH2:14][C:15]2[CH:20]=[CH:19][C:18]([C:21]([O:23][CH3:24])=[O:22])=[CH:17][CH:16]=2)[C:12]=1Cl)=[O:7])([CH3:4])([CH3:3])[CH3:2].C(=O)([O-])[O-].[K+].[K+].[CH2:31]([SH:34])[CH2:32][CH3:33].CCOC(C)=O, predict the reaction product. The product is: [C:1]([O:5][C:6]([C:8]1[CH:9]=[N:10][N:11]([CH2:14][C:15]2[CH:20]=[CH:19][C:18]([C:21]([O:23][CH3:24])=[O:22])=[CH:17][CH:16]=2)[C:12]=1[S:34][CH2:31][CH2:32][CH3:33])=[O:7])([CH3:4])([CH3:3])[CH3:2]. (4) Given the reactants [CH3:1][C:2]1[CH:7]=[CH:6][C:5]([C:8]2[N:12]([C:13]3[CH:18]=[CH:17][C:16]([N+:19]([O-])=O)=[CH:15][CH:14]=3)[N:11]=[C:10]([C:22]([F:25])([F:24])[F:23])[CH:9]=2)=[CH:4][CH:3]=1, predict the reaction product. The product is: [CH3:1][C:2]1[CH:3]=[CH:4][C:5]([C:8]2[N:12]([C:13]3[CH:18]=[CH:17][C:16]([NH2:19])=[CH:15][CH:14]=3)[N:11]=[C:10]([C:22]([F:25])([F:23])[F:24])[CH:9]=2)=[CH:6][CH:7]=1. (5) Given the reactants C(O[C:4](=[O:12])[C:5]1[CH:10]=[CH:9][N:8]=[CH:7][C:6]=1[OH:11])C.[NH:13]1[CH2:18][CH2:17][CH2:16][CH2:15][CH2:14]1, predict the reaction product. The product is: [OH:11][C:6]1[CH:7]=[N:8][CH:9]=[CH:10][C:5]=1[C:4]([N:13]1[CH2:18][CH2:17][CH2:16][CH2:15][CH2:14]1)=[O:12]. (6) Given the reactants [F:1][C:2]1[CH:7]=[CH:6][CH:5]=[C:4]([F:8])[C:3]=1[C:9]1[N:10]=[N:11][C:12]([CH3:15])=[CH:13][CH:14]=1.[Cl:16]N1C(=O)N(Cl)C(=O)N(Cl)C1=O, predict the reaction product. The product is: [Cl:16][CH2:15][C:12]1[N:11]=[N:10][C:9]([C:3]2[C:4]([F:8])=[CH:5][CH:6]=[CH:7][C:2]=2[F:1])=[CH:14][CH:13]=1.